From a dataset of NCI-60 drug combinations with 297,098 pairs across 59 cell lines. Regression. Given two drug SMILES strings and cell line genomic features, predict the synergy score measuring deviation from expected non-interaction effect. (1) Drug 1: CC12CCC3C(C1CCC2=O)CC(=C)C4=CC(=O)C=CC34C. Drug 2: C1=CC(=C2C(=C1NCCNCCO)C(=O)C3=C(C=CC(=C3C2=O)O)O)NCCNCCO. Cell line: UACC-257. Synergy scores: CSS=52.4, Synergy_ZIP=4.92, Synergy_Bliss=8.72, Synergy_Loewe=2.19, Synergy_HSA=9.42. (2) Drug 1: C1CC(C1)(C(=O)O)C(=O)O.[NH2-].[NH2-].[Pt+2]. Drug 2: C1CC(CCC1OC2=C(C(=CC=C2)Cl)F)(CC3=NC(=CC=C3)NC4=NC=CS4)C(=O)O. Cell line: T-47D. Synergy scores: CSS=10.6, Synergy_ZIP=-5.70, Synergy_Bliss=-4.69, Synergy_Loewe=-2.07, Synergy_HSA=-0.800. (3) Drug 1: CCCS(=O)(=O)NC1=C(C(=C(C=C1)F)C(=O)C2=CNC3=C2C=C(C=N3)C4=CC=C(C=C4)Cl)F. Drug 2: CN1C2=C(C=C(C=C2)N(CCCl)CCCl)N=C1CCCC(=O)O.Cl. Cell line: TK-10. Synergy scores: CSS=8.20, Synergy_ZIP=-1.24, Synergy_Bliss=2.71, Synergy_Loewe=-4.33, Synergy_HSA=1.93.